From a dataset of Forward reaction prediction with 1.9M reactions from USPTO patents (1976-2016). Predict the product of the given reaction. (1) Given the reactants [CH2:1]([C:3]1[CH:30]=[CH:29][C:6]([C:7]([N:9]2[CH2:14][CH2:13][C:12]3([O:19][C:18]4[CH:20]=[CH:21][CH:22]=[CH:23][C:17]=4[N:16]4[C:24]([CH:27]=O)=[CH:25][CH:26]=[C:15]34)[CH2:11][CH2:10]2)=[O:8])=[CH:5][C:4]=1[O:31][CH3:32])[CH3:2].Cl.[NH2:34][OH:35].C([O-])(=O)C.[Na+], predict the reaction product. The product is: [CH2:1]([C:3]1[CH:30]=[CH:29][C:6]([C:7]([N:9]2[CH2:14][CH2:13][C:12]3([O:19][C:18]4[CH:20]=[CH:21][CH:22]=[CH:23][C:17]=4[N:16]4[C:24](/[CH:27]=[N:34]\[OH:35])=[CH:25][CH:26]=[C:15]34)[CH2:11][CH2:10]2)=[O:8])=[CH:5][C:4]=1[O:31][CH3:32])[CH3:2]. (2) Given the reactants [N+:1]([C:4]1[CH:5]=[C:6]2[C:10](=[CH:11][CH:12]=1)[NH:9][N:8]=[C:7]2[C:13]([OH:15])=O)([O-:3])=[O:2].Cl.CN.C1C=CC2N(O)N=[N:25][C:23]=2C=1.CCN(C(C)C)C(C)C.Cl.CN(C)CCCN=C=NCC, predict the reaction product. The product is: [CH3:23][NH:25][C:13]([C:7]1[C:6]2[C:10](=[CH:11][CH:12]=[C:4]([N+:1]([O-:3])=[O:2])[CH:5]=2)[NH:9][N:8]=1)=[O:15]. (3) Given the reactants C1(C(C2C=CC=CC=2)[N:8]2[CH2:11][CH:10]([N:12]3[CH2:17][CH2:16][N:15]([CH3:18])[C@H:14]([CH3:19])[CH2:13]3)[CH2:9]2)C=CC=CC=1, predict the reaction product. The product is: [NH:8]1[CH2:11][CH:10]([N:12]2[CH2:17][CH2:16][N:15]([CH3:18])[C@H:14]([CH3:19])[CH2:13]2)[CH2:9]1. (4) Given the reactants [Cl:1][C:2]1[CH:7]=[C:6]([Cl:8])[CH:5]=[CH:4][C:3]=1[C:9]1[N:10]=[C:11](/[CH:20]=[CH:21]/[C:22]2[CH:27]=[CH:26][C:25]([C:28]3[CH:33]=[CH:32][C:31]([O:34][CH3:35])=[CH:30][CH:29]=3)=[CH:24][CH:23]=2)[N:12]([CH2:14][CH2:15][CH2:16][C:17](O)=[O:18])[CH:13]=1.[CH3:36][CH:37]([NH2:48])[C:38]1[C:47]2[C:42](=[CH:43][CH:44]=[CH:45][CH:46]=2)[CH:41]=[CH:40][CH:39]=1, predict the reaction product. The product is: [Cl:1][C:2]1[CH:7]=[C:6]([Cl:8])[CH:5]=[CH:4][C:3]=1[C:9]1[N:10]=[C:11](/[CH:20]=[CH:21]/[C:22]2[CH:27]=[CH:26][C:25]([C:28]3[CH:29]=[CH:30][C:31]([O:34][CH3:35])=[CH:32][CH:33]=3)=[CH:24][CH:23]=2)[N:12]([CH2:14][CH2:15][CH2:16][C:17]([NH:48][CH:37]([C:38]2[C:47]3[C:42](=[CH:43][CH:44]=[CH:45][CH:46]=3)[CH:41]=[CH:40][CH:39]=2)[CH3:36])=[O:18])[CH:13]=1. (5) Given the reactants N#N.[SH:3][CH2:4][CH2:5][CH2:6][Si:7]([O:14][CH2:15][CH3:16])([O:11][CH2:12][CH3:13])[O:8][CH2:9][CH3:10].[SiH4].[C:18](Cl)(=[O:26])[CH2:19][CH2:20][CH2:21][CH2:22][CH2:23][CH2:24][CH3:25], predict the reaction product. The product is: [C:18]([S:3][CH2:4][CH2:5][CH2:6][Si:7]([O:14][CH2:15][CH3:16])([O:8][CH2:9][CH3:10])[O:11][CH2:12][CH3:13])(=[O:26])[CH2:19][CH2:20][CH2:21][CH2:22][CH2:23][CH2:24][CH3:25]. (6) Given the reactants [N:1]1([C:7]2[N:12]=[C:11]([C:13]3[CH:18]=[CH:17][C:16]([NH:19][C:20](=[O:29])[NH:21][C:22]4[CH:27]=[CH:26][C:25]([CH3:28])=[CH:24][CH:23]=4)=[CH:15][CH:14]=3)[N:10]=[C:9]([NH:30][CH:31]3[CH2:34][N:33](C(OC(C)(C)C)=O)[CH2:32]3)[N:8]=2)[CH2:6][CH2:5][O:4][CH2:3][CH2:2]1.C(O)(C(F)(F)F)=O, predict the reaction product. The product is: [NH:33]1[CH2:34][CH:31]([NH:30][C:9]2[N:8]=[C:7]([N:1]3[CH2:2][CH2:3][O:4][CH2:5][CH2:6]3)[N:12]=[C:11]([C:13]3[CH:18]=[CH:17][C:16]([NH:19][C:20]([NH:21][C:22]4[CH:23]=[CH:24][C:25]([CH3:28])=[CH:26][CH:27]=4)=[O:29])=[CH:15][CH:14]=3)[N:10]=2)[CH2:32]1. (7) Given the reactants [C:1]([O:5][C:6](=[O:16])[NH:7][C@H:8]1[CH2:13][CH2:12][C@H:11]([CH2:14][OH:15])[CH2:10][CH2:9]1)([CH3:4])([CH3:3])[CH3:2].CC(OI1(OC(C)=O)(OC(C)=O)OC(=O)C2C=CC=CC1=2)=O.C(=O)([O-])O.[Na+], predict the reaction product. The product is: [C:1]([O:5][C:6](=[O:16])[NH:7][C@H:8]1[CH2:9][CH2:10][C@H:11]([CH:14]=[O:15])[CH2:12][CH2:13]1)([CH3:4])([CH3:2])[CH3:3]. (8) Given the reactants [OH-].[K+].[CH3:3][C:4]1[CH:5]=[C:6]([C:15]([N:17]2[CH2:22][CH2:21][N:20]([C:23]3[CH:24]=[C:25]([CH:31]=[CH:32][CH:33]=3)[C:26]([O:28]CC)=[O:27])[CH2:19][CH2:18]2)=[O:16])[N:7]([C:9]2[CH:14]=[CH:13][CH:12]=[CH:11][CH:10]=2)[N:8]=1, predict the reaction product. The product is: [CH3:3][C:4]1[CH:5]=[C:6]([C:15]([N:17]2[CH2:18][CH2:19][N:20]([C:23]3[CH:24]=[C:25]([CH:31]=[CH:32][CH:33]=3)[C:26]([OH:28])=[O:27])[CH2:21][CH2:22]2)=[O:16])[N:7]([C:9]2[CH:10]=[CH:11][CH:12]=[CH:13][CH:14]=2)[N:8]=1.